From a dataset of Catalyst prediction with 721,799 reactions and 888 catalyst types from USPTO. Predict which catalyst facilitates the given reaction. (1) Reactant: [CH3:1][C:2]1([CH3:31])[CH2:7][CH2:6][C:5]([C:8]2[CH:13]=[C:12]([C:14]3([OH:20])[CH2:19][CH2:18][O:17][CH2:16][CH2:15]3)[CH:11]=[CH:10][C:9]=2[NH:21][C:22]([C:24]2[NH:25][C:26]([C:29]#[N:30])=[CH:27][N:28]=2)=[O:23])=[CH:4][CH2:3]1.[CH3:32][N:33]([CH3:37])[CH2:34][CH2:35]O.[C:38]([OH:44])([C:40]([F:43])([F:42])[F:41])=[O:39]. Product: [F:41][C:40]([F:43])([F:42])[C:38]([OH:44])=[O:39].[CH3:32][N:33]([CH3:37])[CH2:34][CH2:35][O:20][C:14]1([C:12]2[CH:11]=[CH:10][C:9]([NH:21][C:22]([C:24]3[NH:25][C:26]([C:29]#[N:30])=[CH:27][N:28]=3)=[O:23])=[C:8]([C:5]3[CH2:6][CH2:7][C:2]([CH3:31])([CH3:1])[CH2:3][CH:4]=3)[CH:13]=2)[CH2:19][CH2:18][O:17][CH2:16][CH2:15]1. The catalyst class is: 2. (2) Product: [OH:15][CH2:16][CH2:17][CH2:18][O:19][C:20]1[C:27]([CH3:28])=[CH:26][C:23]([C:24]2[NH:6][C:4](=[O:5])[C:3]3[C:2](=[CH:10][C:9]([O:11][CH3:12])=[CH:8][C:7]=3[O:13][CH3:14])[N:1]=2)=[CH:22][C:21]=1[CH3:29]. The catalyst class is: 80. Reactant: [NH2:1][C:2]1[CH:10]=[C:9]([O:11][CH3:12])[CH:8]=[C:7]([O:13][CH3:14])[C:3]=1[C:4]([NH2:6])=[O:5].[OH:15][CH2:16][CH2:17][CH2:18][O:19][C:20]1[C:27]([CH3:28])=[CH:26][C:23]([CH:24]=O)=[CH:22][C:21]=1[CH3:29].OS([O-])=O.[Na+].CC1C=CC(S(O)(=O)=O)=CC=1. (3) Reactant: [Cl:1][C:2]1[C:3]2[CH:13]=[CH:12][C:11]([F:14])=[CH:10][C:4]=2[S:5][C:6]=1[C:7](Cl)=[O:8].[NH:15]1[CH2:18][CH:17]([CH:19]2[CH2:24][CH2:23][N:22]([C:25]([C:27]3[S:28][CH:29]=[CH:30][N:31]=3)=[O:26])[CH2:21][CH2:20]2)[CH2:16]1.CCN(CC)CC. Product: [Cl:1][C:2]1[C:3]2[CH:13]=[CH:12][C:11]([F:14])=[CH:10][C:4]=2[S:5][C:6]=1[C:7]([N:15]1[CH2:16][CH:17]([CH:19]2[CH2:20][CH2:21][N:22]([C:25]([C:27]3[S:28][CH:29]=[CH:30][N:31]=3)=[O:26])[CH2:23][CH2:24]2)[CH2:18]1)=[O:8]. The catalyst class is: 2. (4) Reactant: [Cl:1][C:2]1[C:3]([C:37]2[C:45]3[C:40](=[CH:41][CH:42]=[CH:43][CH:44]=3)[N:39](S(C3C=CC=CC=3)(=O)=O)[CH:38]=2)=[N:4][C:5]([NH:8][C:9]2[CH:36]=[CH:35][C:12]3[N:13]([CH2:26][C:27]4[CH:32]=[CH:31][C:30]([O:33][CH3:34])=[CH:29][CH:28]=4)[C:14]([C:16]4[CH:21]=[CH:20][C:19]([NH:22]C(=O)C)=[CH:18][CH:17]=4)=[N:15][C:11]=3[CH:10]=2)=[N:6][CH:7]=1.[OH-].[Na+]. Product: [NH2:22][C:19]1[CH:20]=[CH:21][C:16]([C:14]2[N:13]([CH2:26][C:27]3[CH:32]=[CH:31][C:30]([O:33][CH3:34])=[CH:29][CH:28]=3)[C:12]3[CH:35]=[CH:36][C:9]([NH:8][C:5]4[N:4]=[C:3]([C:37]5[C:45]6[C:40](=[CH:41][CH:42]=[CH:43][CH:44]=6)[NH:39][CH:38]=5)[C:2]([Cl:1])=[CH:7][N:6]=4)=[CH:10][C:11]=3[N:15]=2)=[CH:17][CH:18]=1. The catalyst class is: 258. (5) Reactant: Cl.[NH2:2][C@H:3]1[CH2:6][C@H:5]([N:7]2[C:11]3=[N:12][CH:13]=[CH:14][N:15]=[C:10]3[N:9]([CH:16]3[CH2:18][CH2:17]3)[C:8]2=[O:19])[CH2:4]1.Cl[C:21]1[O:22][C:23]2[CH:29]=[CH:28][CH:27]=[CH:26][C:24]=2[N:25]=1.C(NC(C)C)(C)C. Product: [O:22]1[C:23]2[CH:29]=[CH:28][CH:27]=[CH:26][C:24]=2[N:25]=[C:21]1[NH:2][C@H:3]1[CH2:6][C@H:5]([N:7]2[C:11]3=[N:12][CH:13]=[CH:14][N:15]=[C:10]3[N:9]([CH:16]3[CH2:17][CH2:18]3)[C:8]2=[O:19])[CH2:4]1. The catalyst class is: 16.